Dataset: Catalyst prediction with 721,799 reactions and 888 catalyst types from USPTO. Task: Predict which catalyst facilitates the given reaction. (1) Reactant: [C:1]1([N:7]2[C:11]3=[N:12][CH:13]=[CH:14][CH:15]=[C:10]3[N:9]=[C:8]2[C@@H:16]([NH2:18])[CH3:17])[CH:6]=[CH:5][CH:4]=[CH:3][CH:2]=1.Cl[C:20]1[N:28]=[CH:27][N:26]=[C:25]2[C:21]=1[N:22]=[CH:23][NH:24]2.CCN(C(C)C)C(C)C. Product: [C:1]1([N:7]2[C:11]3=[N:12][CH:13]=[CH:14][CH:15]=[C:10]3[N:9]=[C:8]2[C@@H:16]([NH:18][C:20]2[N:28]=[CH:27][N:26]=[C:25]3[C:21]=2[N:22]=[CH:23][NH:24]3)[CH3:17])[CH:2]=[CH:3][CH:4]=[CH:5][CH:6]=1. The catalyst class is: 51. (2) Product: [CH2:1]([O:3][C:4]([C:6]1[N:11]=[C:10]([N:12]2[CH2:13][CH2:14][CH2:15][CH2:16][CH2:17]2)[C:9]2[N:18]=[C:19]([C:21]3[CH:26]=[CH:25][CH:24]=[CH:23][CH:22]=3)[S:20][C:8]=2[C:7]=1[OH:27])=[O:5])[CH3:2]. Reactant: [CH2:1]([O:3][C:4]([C:6]1[N:11]=[C:10]([N:12]2[CH2:17][CH2:16][CH2:15][CH2:14][CH2:13]2)[C:9]2[N:18]=[C:19]([C:21]3[CH:26]=[CH:25][CH:24]=[CH:23][CH:22]=3)[S:20][C:8]=2[C:7]=1[O:27]CC1C=CC=CC=1)=[O:5])[CH3:2]. The catalyst class is: 696. (3) Reactant: Br[C:2]1[CH:3]=[C:4]([CH:11]2[CH2:15][CH2:14][O:13][C:12]2=[O:16])[CH:5]=[C:6]([CH:9]=[O:10])[C:7]=1[OH:8].[F:17][C:18]1[CH:19]=[CH:20][CH:21]=[C:22](B(O)OOCCOC)[CH:23]=1.C([O-])([O-])=O.[Na+].[Na+].Cl.[CH3:39][O:40][CH2:41][CH2:42][O:43]C. Product: [F:17][C:18]1[CH:23]=[CH:22][C:21]([O:43][CH2:42][CH2:41][O:40][CH3:39])=[C:20]([C:2]2[C:7]([OH:8])=[C:6]([CH:9]=[O:10])[CH:5]=[C:4]([CH:11]3[CH2:15][CH2:14][O:13][C:12]3=[O:16])[CH:3]=2)[CH:19]=1. The catalyst class is: 492.